This data is from Drug-target binding data from BindingDB using IC50 measurements. The task is: Regression. Given a target protein amino acid sequence and a drug SMILES string, predict the binding affinity score between them. We predict pIC50 (pIC50 = -log10(IC50 in M); higher means more potent). Dataset: bindingdb_ic50. (1) The compound is NS(=O)(=O)c1ccc(N=Nc2ccc[nH]c2=O)cc1. The target protein (P02866) has sequence MAISKKSSLFLPIFTFITMFLMVVNKVSSSTHETNALHFMFNQFSKDQKDLILQGDATTGTDGNLELTRVSSNGSPQGSSVGRALFYAPVHIWESSAVVASFEATFTFLIKSPDSHPADGIAFFISNIDSSIPSGSTGRLLGLFPDANVIRNSTTIDFNAAYNADTIVAVELDTYPNTDIGDPSYPHIGIDIKSVRSKKTAKWNMQNGKVGTAHIIYNSVDKRLSAVVSYPNADSATVSYDVDLDNVLPEWVRVGLSASTGLYKETNTILSWSFTSKLKSNEIPDIATVV. The pIC50 is 3.6. (2) The compound is CN1CC(=O)N2[C@H](Cc3c([nH]c4ccccc34)[C@H]2c2ccc3c(c2)OCO3)C1=O. The target protein sequence is SFLDNHKKLTPRRDVPTYPKYLLSPETIEALRKPTFDVWLWEPNEMLSCLEHMYHDLGLVRDFSINPVTLRRWLFCVHDNYRNNPFHNFRHCFCVAQMMYSMVWLCSLQEKFSQTDILILMTAAICHDLDHPGYNNTYQINARTELAVRYNDISPLENHHCAVAFQILAEPECNIFSNIPPDGFKQIRQGMITLILATDMARHAEIMDSFKEKMENFDYSNEEHMTLLKMILIKCCDISNEVRPMEVAEPWVDCLLEEYFMQSDREKSEGLPVAPFMDRDKVTKATAQIGFIKFVLIPMFETVTKLFPMVEEIMLQPLWESRDRYEELKRIDDAMKELQKKTDSLTSGATEKSRERSRDVKNSEGDCA. The pIC50 is 3.8.